From a dataset of Reaction yield outcomes from USPTO patents with 853,638 reactions. Predict the reaction yield, written as a fraction of the theoretical maximum amount of product (1.0 means a 100% yield; for example, 0.34 means a 34% yield). (1) The reactants are [NH2:1][C:2]1[C:3](Cl)=[N:4][CH:5]=[N:6][C:7]=1[Cl:8].[C:10](Cl)(=[O:17])[C:11]1[CH:16]=[CH:15][CH:14]=[CH:13][CH:12]=1. No catalyst specified. The product is [Cl:8][C:7]1[C:2]2[N:1]=[C:10]([C:11]3[CH:16]=[CH:15][CH:14]=[CH:13][CH:12]=3)[O:17][C:3]=2[N:4]=[CH:5][N:6]=1. The yield is 0.775. (2) The reactants are [Cl:1][C:2]1[C:7]([C:8]([O:10]C)=[O:9])=[CH:6][N:5]=[C:4]([Cl:12])[CH:3]=1.CO.[OH-].[Na+].Cl. The catalyst is C1COCC1.O. The product is [Cl:1][C:2]1[C:7]([C:8]([OH:10])=[O:9])=[CH:6][N:5]=[C:4]([Cl:12])[CH:3]=1. The yield is 0.690. (3) The reactants are Br[C:2]1[CH:3]=[CH:4][C:5]2[NH:6][C:7]3[C:12]([C:13]=2[CH:14]=1)=[CH:11][CH:10]=[CH:9][CH:8]=3.[CH:15]1[C:23]2[C:22]3[CH:24]=[CH:25][CH:26]=[CH:27][C:21]=3[S:20][C:19]=2[C:18](B(O)O)=[CH:17][CH:16]=1.C1(C)C=CC=CC=1P(C1C=CC=CC=1C)C1C=CC=CC=1C.C(=O)([O-])[O-].[K+].[K+]. The catalyst is C([O-])(=O)C.[Pd+2].C([O-])(=O)C.C(O)C.C1(C)C=CC=CC=1. The product is [CH:15]1[C:23]2[C:22]3[CH:24]=[CH:25][CH:26]=[CH:27][C:21]=3[S:20][C:19]=2[C:18]([C:2]2[CH:3]=[CH:4][C:5]3[NH:6][C:7]4[C:12]([C:13]=3[CH:14]=2)=[CH:11][CH:10]=[CH:9][CH:8]=4)=[CH:17][CH:16]=1. The yield is 0.790. (4) The reactants are [C:1]([O:5][C:6]([N:8]([CH3:14])[C@@H:9]([CH3:13])[C:10]([OH:12])=O)=[O:7])([CH3:4])([CH3:3])[CH3:2].[CH2:15](Cl)CCl.C1C=N[C:22]2N(O)N=N[C:21]=2[CH:20]=1.C[N:30]1[CH2:35][CH2:34][O:33]CC1.[C@H:36]1([NH:46][C:47]([C@H:49]2[NH:53][CH2:52][C@@H:51]([NH:54][C:55](=[O:71])[O:56][CH2:57][CH:58]3[C:70]4[CH:69]=[CH:68][CH:67]=[CH:66][C:65]=4[C:64]4[C:59]3=[CH:60][CH:61]=[CH:62][CH:63]=4)[CH2:50]2)=[O:48])[C:45]2[C:40](=[CH:41][CH:42]=[CH:43][CH:44]=2)[CH2:39][CH2:38][CH2:37]1. The catalyst is CN(C=O)C.O. The product is [CH:60]1[C:59]2[CH:58]([CH2:57][O:56][C:55]([NH:54][C@@H:51]3[CH2:52][N:53]([C:34](=[O:33])[C@@H:35]([NH:30][C:10](=[O:12])[C@@H:9]([N:8]([CH3:14])[C:6](=[O:7])[O:5][C:1]([CH3:2])([CH3:3])[CH3:4])[CH3:13])[C:21]([CH3:20])([CH3:22])[CH3:15])[C@H:49]([C:47](=[O:48])[NH:46][C@H:36]4[C:45]5[C:40](=[CH:41][CH:42]=[CH:43][CH:44]=5)[CH2:39][CH2:38][CH2:37]4)[CH2:50]3)=[O:71])[C:70]3[C:65](=[CH:66][CH:67]=[CH:68][CH:69]=3)[C:64]=2[CH:63]=[CH:62][CH:61]=1. The yield is 0.770. (5) The reactants are [NH2:1][C:2]1[CH:9]=[CH:8][C:5]([CH2:6][NH2:7])=[CH:4][CH:3]=1.Cl.[NH:11]([C:18]1[C:23]([Br:24])=[CH:22][N:21]=[C:20](Cl)[N:19]=1)[C:12]1[CH:17]=[CH:16][CH:15]=[CH:14][CH:13]=1. The catalyst is C(O)CCC. The product is [NH:11]([C:18]1[C:23]([Br:24])=[CH:22][N:21]=[C:20]([NH:1][C:2]2[CH:9]=[CH:8][C:5]([CH2:6][NH2:7])=[CH:4][CH:3]=2)[N:19]=1)[C:12]1[CH:17]=[CH:16][CH:15]=[CH:14][CH:13]=1. The yield is 0.490. (6) The reactants are [CH2:1]([O:3][C:4]([CH:6]1[NH:11][CH2:10][CH2:9][N:8]([C:12]([O:14][C:15]([CH3:18])([CH3:17])[CH3:16])=[O:13])[CH2:7]1)=[O:5])[CH3:2].[CH2:19]([O:23][C:24]1[CH:29]=[CH:28][C:27]([S:30](Cl)(=[O:32])=[O:31])=[CH:26][CH:25]=1)[C:20]#[C:21][CH3:22]. No catalyst specified. The product is [CH2:1]([O:3][C:4]([CH:6]1[N:11]([S:30]([C:27]2[CH:26]=[CH:25][C:24]([O:23][CH2:19][C:20]#[C:21][CH3:22])=[CH:29][CH:28]=2)(=[O:32])=[O:31])[CH2:10][CH2:9][N:8]([C:12]([O:14][C:15]([CH3:17])([CH3:16])[CH3:18])=[O:13])[CH2:7]1)=[O:5])[CH3:2]. The yield is 0.720. (7) The reactants are Br[C:2]1[CH:8]=[CH:7][C:5]([NH2:6])=[C:4]([CH3:9])[CH:3]=1.[CH3:10][PH:11](=[O:13])[CH3:12].P([O-])([O-])([O-])=O.[K+].[K+].[K+]. The catalyst is CN(C=O)C.C([O-])(=O)C.[Pd+2].C([O-])(=O)C.CC1(C)C2C(=C(P(C3C=CC=CC=3)C3C=CC=CC=3)C=CC=2)OC2C(P(C3C=CC=CC=3)C3C=CC=CC=3)=CC=CC1=2. The product is [CH3:10][P:11]([C:2]1[CH:8]=[CH:7][C:5]([NH2:6])=[C:4]([CH3:9])[CH:3]=1)([CH3:12])=[O:13]. The yield is 0.850.